From a dataset of NCI-60 drug combinations with 297,098 pairs across 59 cell lines. Regression. Given two drug SMILES strings and cell line genomic features, predict the synergy score measuring deviation from expected non-interaction effect. (1) Drug 1: CC1=C2C(C(=O)C3(C(CC4C(C3C(C(C2(C)C)(CC1OC(=O)C(C(C5=CC=CC=C5)NC(=O)OC(C)(C)C)O)O)OC(=O)C6=CC=CC=C6)(CO4)OC(=O)C)OC)C)OC. Drug 2: CC1CCC2CC(C(=CC=CC=CC(CC(C(=O)C(C(C(=CC(C(=O)CC(OC(=O)C3CCCCN3C(=O)C(=O)C1(O2)O)C(C)CC4CCC(C(C4)OC)OCCO)C)C)O)OC)C)C)C)OC. Cell line: UO-31. Synergy scores: CSS=43.7, Synergy_ZIP=-8.13, Synergy_Bliss=0.00953, Synergy_Loewe=2.74, Synergy_HSA=5.73. (2) Drug 1: CC1C(C(CC(O1)OC2CC(OC(C2O)C)OC3=CC4=CC5=C(C(=O)C(C(C5)C(C(=O)C(C(C)O)O)OC)OC6CC(C(C(O6)C)O)OC7CC(C(C(O7)C)O)OC8CC(C(C(O8)C)O)(C)O)C(=C4C(=C3C)O)O)O)O. Drug 2: CN(CC1=CN=C2C(=N1)C(=NC(=N2)N)N)C3=CC=C(C=C3)C(=O)NC(CCC(=O)O)C(=O)O. Cell line: TK-10. Synergy scores: CSS=67.4, Synergy_ZIP=-0.795, Synergy_Bliss=-4.11, Synergy_Loewe=-24.4, Synergy_HSA=-4.59. (3) Drug 1: CC1=CC2C(CCC3(C2CCC3(C(=O)C)OC(=O)C)C)C4(C1=CC(=O)CC4)C. Drug 2: C1CCC(C(C1)N)N.C(=O)(C(=O)[O-])[O-].[Pt+4]. Cell line: U251. Synergy scores: CSS=9.44, Synergy_ZIP=-3.54, Synergy_Bliss=2.02, Synergy_Loewe=-0.522, Synergy_HSA=3.36. (4) Drug 1: CN(C)C1=NC(=NC(=N1)N(C)C)N(C)C. Drug 2: C1C(C(OC1N2C=NC3=C(N=C(N=C32)Cl)N)CO)O. Cell line: MDA-MB-435. Synergy scores: CSS=-2.11, Synergy_ZIP=2.03, Synergy_Bliss=2.92, Synergy_Loewe=-5.23, Synergy_HSA=-2.27. (5) Cell line: OVCAR-8. Drug 1: CS(=O)(=O)CCNCC1=CC=C(O1)C2=CC3=C(C=C2)N=CN=C3NC4=CC(=C(C=C4)OCC5=CC(=CC=C5)F)Cl. Drug 2: CC(C)NC(=O)C1=CC=C(C=C1)CNNC.Cl. Synergy scores: CSS=-3.19, Synergy_ZIP=3.30, Synergy_Bliss=5.55, Synergy_Loewe=-5.65, Synergy_HSA=-1.97. (6) Drug 1: C1CCN(CC1)CCOC2=CC=C(C=C2)C(=O)C3=C(SC4=C3C=CC(=C4)O)C5=CC=C(C=C5)O. Drug 2: COC1=CC(=CC(=C1O)OC)C2C3C(COC3=O)C(C4=CC5=C(C=C24)OCO5)OC6C(C(C7C(O6)COC(O7)C8=CC=CS8)O)O. Cell line: SF-539. Synergy scores: CSS=32.4, Synergy_ZIP=-0.951, Synergy_Bliss=-1.66, Synergy_Loewe=-16.7, Synergy_HSA=-0.618. (7) Drug 1: C1CC(C1)(C(=O)O)C(=O)O.[NH2-].[NH2-].[Pt+2]. Drug 2: CCC1(C2=C(COC1=O)C(=O)N3CC4=CC5=C(C=CC(=C5CN(C)C)O)N=C4C3=C2)O.Cl. Cell line: HS 578T. Synergy scores: CSS=15.7, Synergy_ZIP=-3.20, Synergy_Bliss=-0.333, Synergy_Loewe=-0.373, Synergy_HSA=1.26. (8) Synergy scores: CSS=2.51, Synergy_ZIP=-1.25, Synergy_Bliss=-4.74, Synergy_Loewe=-6.68, Synergy_HSA=-5.75. Cell line: HS 578T. Drug 2: C1C(C(OC1N2C=NC3=C2NC=NCC3O)CO)O. Drug 1: CN(C)N=NC1=C(NC=N1)C(=O)N.